This data is from Full USPTO retrosynthesis dataset with 1.9M reactions from patents (1976-2016). The task is: Predict the reactants needed to synthesize the given product. (1) Given the product [Br:11][C:8]1[CH:9]=[CH:10][C:5]([CH:4]=[O:12])=[CH:6][CH:7]=1, predict the reactants needed to synthesize it. The reactants are: C(N(CC)[C:4](=[O:12])[C:5]1[CH:10]=[CH:9][C:8]([Br:11])=[CH:7][CH:6]=1)C. (2) Given the product [Cl:1][C:2]1[CH:3]=[C:4]([CH:25]=[CH:26][C:27]=1[Cl:28])[CH2:5][C:6]1[NH:7][C:8](=[O:24])[C:9]2[C:14]([CH3:15])=[C:13]([CH2:16][C:17]([OH:19])=[O:18])[S:12][C:10]=2[N:11]=1, predict the reactants needed to synthesize it. The reactants are: [Cl:1][C:2]1[CH:3]=[C:4]([CH:25]=[CH:26][C:27]=1[Cl:28])[CH2:5][C:6]1[NH:7][C:8](=[O:24])[C:9]2[C:14]([CH3:15])=[C:13]([CH2:16][C:17]([O:19]CCCC)=[O:18])[S:12][C:10]=2[N:11]=1.[OH-].[Na+].Cl. (3) Given the product [O:21]=[C:22]1[NH:17][C:16]2[CH:15]=[CH:14][CH:13]=[N:12][C:11]=2[N:30]2[CH2:29][CH2:28][N:27]([C:31]([O:33][C:34]([CH3:37])([CH3:36])[CH3:35])=[O:32])[CH2:26][CH:25]2[CH2:24]1, predict the reactants needed to synthesize it. The reactants are: C(N(C(C)C)CC)(C)C.Cl[C:11]1[C:16]([N+:17]([O-])=O)=[CH:15][CH:14]=[CH:13][N:12]=1.C[O:21][C:22]([CH2:24][CH:25]1[NH:30][CH2:29][CH2:28][N:27]([C:31]([O:33][C:34]([CH3:37])([CH3:36])[CH3:35])=[O:32])[CH2:26]1)=O.C[O-].[Na+]. (4) Given the product [CH3:2][CH:3]([CH3:5])[CH2:4][CH:7]=[CH:8][C:9]([OH:11])=[O:10], predict the reactants needed to synthesize it. The reactants are: C(=O)[CH2:2][CH:3]([CH3:5])[CH3:4].[C:7](O)(=O)[CH2:8][C:9]([OH:11])=[O:10].N1CCCCC1. (5) Given the product [CH:1]1([CH2:4][S:5]([C:8]([CH3:13])([CH3:12])[C:9]([NH:42][C:31]2[N:32]=[C:33]([C:34]3[CH:39]=[CH:38][C:37]([O:40][CH3:41])=[CH:36][CH:35]=3)[N:29]([CH2:27][CH3:28])[N:30]=2)=[O:11])(=[O:6])=[O:7])[CH2:2][CH2:3]1, predict the reactants needed to synthesize it. The reactants are: [CH:1]1([CH2:4][S:5]([C:8]([CH3:13])([CH3:12])[C:9]([OH:11])=O)(=[O:7])=[O:6])[CH2:3][CH2:2]1.S(Cl)(Cl)=O.C(N(CC)C(C)C)(C)C.[CH2:27]([N:29]1[C:33]([C:34]2[CH:39]=[CH:38][C:37]([O:40][CH3:41])=[CH:36][CH:35]=2)=[N:32][C:31]([NH2:42])=[N:30]1)[CH3:28].